Dataset: Reaction yield outcomes from USPTO patents with 853,638 reactions. Task: Predict the reaction yield, written as a fraction of the theoretical maximum amount of product (1.0 means a 100% yield; for example, 0.34 means a 34% yield). The reactants are Cl.[Si]([O:9][C@H:10]1[CH2:14][CH2:13][N:12]([CH2:15][C:16]2[CH:21]=[CH:20][C:19]([CH3:22])=[CH:18][CH:17]=2)[C:11]1=[O:23])(C(C)(C)C)(C)C. The catalyst is C(Cl)Cl. The product is [OH:9][C@H:10]1[CH2:14][CH2:13][N:12]([CH2:15][C:16]2[CH:21]=[CH:20][C:19]([CH3:22])=[CH:18][CH:17]=2)[C:11]1=[O:23]. The yield is 0.890.